Dataset: Peptide-MHC class II binding affinity with 134,281 pairs from IEDB. Task: Regression. Given a peptide amino acid sequence and an MHC pseudo amino acid sequence, predict their binding affinity value. This is MHC class II binding data. (1) The peptide sequence is TISVAQMGTLLIASK. The MHC is DRB1_0101 with pseudo-sequence DRB1_0101. The binding affinity (normalized) is 0.754. (2) The peptide sequence is TRVVLSEMKEAFHGL. The MHC is DRB1_0801 with pseudo-sequence DRB1_0801. The binding affinity (normalized) is 0.376. (3) The peptide sequence is SPSLYEIEFAKQLASV. The MHC is DRB1_0101 with pseudo-sequence DRB1_0101. The binding affinity (normalized) is 0.692. (4) The peptide sequence is ALSAEYAAVAQELSV. The MHC is DRB1_1001 with pseudo-sequence DRB1_1001. The binding affinity (normalized) is 0.844. (5) The peptide sequence is QEMIKYMTLVSAAER. The MHC is DRB1_0301 with pseudo-sequence DRB1_0301. The binding affinity (normalized) is 0. (6) The peptide sequence is GGSILKISNKFHTKG. The MHC is DRB3_0101 with pseudo-sequence DRB3_0101. The binding affinity (normalized) is 0.119.